This data is from Full USPTO retrosynthesis dataset with 1.9M reactions from patents (1976-2016). The task is: Predict the reactants needed to synthesize the given product. Given the product [CH:8]1([C:9]([OH:11])=[O:10])[CH2:7][CH:3]([C:4]([OH:6])=[O:5])[CH:2]([C:1]([OH:18])=[O:17])[CH2:16][CH:12]1[C:13]([OH:15])=[O:14], predict the reactants needed to synthesize it. The reactants are: [C:1]([OH:18])(=[O:17])[C:2]1[C:3](=[CH:7][C:8](=[C:12]([CH:16]=1)[C:13]([OH:15])=[O:14])[C:9]([OH:11])=[O:10])[C:4]([OH:6])=[O:5].